Dataset: Full USPTO retrosynthesis dataset with 1.9M reactions from patents (1976-2016). Task: Predict the reactants needed to synthesize the given product. (1) Given the product [C:58]([NH:57][C@H:54]1[CH2:55][CH2:56][N:52]([CH2:35][C:31]2[CH:30]=[C:29]([CH:34]=[CH:33][CH:32]=2)[C:28]([NH:27][C:16]2[CH:17]=[CH:18][C:19]([N:21]3[CH2:26][CH2:25][CH2:24][CH2:23][CH2:22]3)=[CH:20][C:15]=2[C:11]2[CH:10]=[C:9]([CH:14]=[CH:13][N:12]=2)[C:8]([NH:7][CH2:6][C:5]2[CH:39]=[CH:40][CH:41]=[C:3]([C:2]([F:43])([F:42])[F:1])[CH:4]=2)=[O:38])=[O:37])[CH2:53]1)(=[O:60])[CH3:59], predict the reactants needed to synthesize it. The reactants are: [F:1][C:2]([F:43])([F:42])[C:3]1[CH:4]=[C:5]([CH:39]=[CH:40][CH:41]=1)[CH2:6][NH:7][C:8](=[O:38])[C:9]1[CH:14]=[CH:13][N:12]=[C:11]([C:15]2[CH:20]=[C:19]([N:21]3[CH2:26][CH2:25][CH2:24][CH2:23][CH2:22]3)[CH:18]=[CH:17][C:16]=2[NH:27][C:28](=[O:37])[C:29]2[CH:34]=[CH:33][CH:32]=[C:31]([CH2:35]Br)[CH:30]=2)[CH:10]=1.C(=O)([O-])[O-].[K+].[K+].[I-].[K+].[NH:52]1[CH2:56][CH2:55][C@@H:54]([NH:57][C:58](=[O:60])[CH3:59])[CH2:53]1. (2) The reactants are: [Br:1][CH2:2][CH2:3][CH2:4][CH2:5][CH2:6][CH2:7][CH2:8]SC1C=CC(Cl)=CC=1.[Cl:17][C:18]1[CH:23]=[CH:22][CH:21]=[C:20](C(OO)=O)[CH:19]=1.[S:28]([O-:31])([O-])=[O:29].[Na+].[Na+].C(=O)([O-])O.[Na+]. Given the product [Br:1][CH2:2][CH2:3][CH2:4][CH2:5][CH2:6][CH2:7][CH2:8][S:28]([C:21]1[CH:20]=[CH:19][C:18]([Cl:17])=[CH:23][CH:22]=1)(=[O:31])=[O:29], predict the reactants needed to synthesize it. (3) Given the product [C:1]([C:3]1[CH:8]=[CH:7][C:6]([N:9]2[C:17]3[C:12](=[CH:13][C:14]([C:18]([O:20][CH3:21])=[O:19])=[CH:15][CH:16]=3)[CH:11]=[CH:10]2)=[CH:5][C:4]=1[O:24][CH3:23])#[N:2], predict the reactants needed to synthesize it. The reactants are: [C:1]([C:3]1[CH:8]=[CH:7][C:6]([N:9]2[C:17]3[C:12](=[CH:13][C:14]([C:18]([O:20][CH3:21])=[O:19])=[CH:15][CH:16]=3)[CH:11]=[CH:10]2)=[CH:5][C:4]=1F)#[N:2].[C:23]([O-])([O-])=[O:24].[K+].[K+]. (4) Given the product [N+:36]([C:33]1[CH:34]=[CH:35][C:30]([O:28][CH2:27][CH2:26][N:25]2[C:21]([NH:20][C:1]([C:2]3[CH:7]=[CH:6][CH:5]=[CH:4][CH:3]=3)([C:8]3[CH:13]=[CH:12][CH:11]=[CH:10][CH:9]=3)[C:14]3[CH:19]=[CH:18][CH:17]=[CH:16][CH:15]=3)=[CH:22][CH:23]=[N:24]2)=[N:31][CH:32]=1)([O-:38])=[O:37], predict the reactants needed to synthesize it. The reactants are: [C:1]([NH:20][C:21]1[N:25]([CH2:26][CH2:27][OH:28])[N:24]=[CH:23][CH:22]=1)([C:14]1[CH:19]=[CH:18][CH:17]=[CH:16][CH:15]=1)([C:8]1[CH:13]=[CH:12][CH:11]=[CH:10][CH:9]=1)[C:2]1[CH:7]=[CH:6][CH:5]=[CH:4][CH:3]=1.Cl[C:30]1[CH:35]=[CH:34][C:33]([N+:36]([O-:38])=[O:37])=[CH:32][N:31]=1.CC(C)([O-])C.[K+].O. (5) Given the product [CH:37]1([CH2:36][N:35]([CH2:32][CH2:33][CH3:34])[C:11](=[O:13])[CH2:10][N:9]2[C:8]3[CH:14]=[CH:15][C:16]([O:18][CH3:19])=[CH:17][C:7]=3[N:6]=[C:5]2[C:3](=[O:4])[C:2]([CH3:1])([CH3:21])[CH3:20])[CH2:39][CH2:38]1, predict the reactants needed to synthesize it. The reactants are: [CH3:1][C:2]([CH3:21])([CH3:20])[C:3]([C:5]1[N:9]([CH2:10][C:11]([OH:13])=O)[C:8]2[CH:14]=[CH:15][C:16]([O:18][CH3:19])=[CH:17][C:7]=2[N:6]=1)=[O:4].C1C=CC2N(O)N=NC=2C=1.[CH2:32]([NH:35][CH2:36][CH:37]1[CH2:39][CH2:38]1)[CH2:33][CH3:34].CCN(C(C)C)C(C)C.